From a dataset of Full USPTO retrosynthesis dataset with 1.9M reactions from patents (1976-2016). Predict the reactants needed to synthesize the given product. (1) Given the product [CH:1]1([C:4]2[N:8]([CH3:9])[C:7]3[CH:10]=[C:11]([N:14]4[CH:19]=[CH:18][C:17]([O:20][CH2:29][C:27]5[S:28][C:24]([CH:23]([F:31])[F:22])=[CH:25][CH:26]=5)=[CH:16][C:15]4=[O:21])[CH:12]=[CH:13][C:6]=3[N:5]=2)[CH2:2][CH2:3]1, predict the reactants needed to synthesize it. The reactants are: [CH:1]1([C:4]2[N:8]([CH3:9])[C:7]3[CH:10]=[C:11]([N:14]4[CH:19]=[CH:18][C:17]([OH:20])=[CH:16][C:15]4=[O:21])[CH:12]=[CH:13][C:6]=3[N:5]=2)[CH2:3][CH2:2]1.[F:22][C:23](F)([F:31])[C:24]1[S:28][C:27]([CH2:29]O)=[CH:26][CH:25]=1.C(P(CCCC)CCCC)CCC.N(C(N1CCCCC1)=O)=NC(N1CCCCC1)=O. (2) Given the product [F:1][C:2]1[CH:3]=[C:4]([C@H:8]2[CH2:12][C@H:11]([OH:13])[CH2:10][N:9]2[C:14]2[CH:19]=[CH:18][N:17]3[N:20]=[CH:21][C:22]([C:23]([NH:27][CH3:26])=[O:25])=[C:16]3[N:15]=2)[CH:5]=[CH:6][CH:7]=1, predict the reactants needed to synthesize it. The reactants are: [F:1][C:2]1[CH:3]=[C:4]([C@H:8]2[CH2:12][C@H:11]([OH:13])[CH2:10][N:9]2[C:14]2[CH:19]=[CH:18][N:17]3[N:20]=[CH:21][C:22]([C:23]([OH:25])=O)=[C:16]3[N:15]=2)[CH:5]=[CH:6][CH:7]=1.[CH3:26][NH2:27]. (3) Given the product [CH3:35][O:34][N:33]([CH3:32])[C:3]([C:5]1[N:6]=[CH:7][N:8]([CH2:16][C:17]2[CH:18]=[C:19]([C:27]([F:28])([F:30])[F:29])[CH:20]=[C:21]([C:23]([F:25])([F:24])[F:26])[CH:22]=2)[C:9]=1[C:10]1[CH:11]=[N:12][CH:13]=[CH:14][CH:15]=1)=[O:4], predict the reactants needed to synthesize it. The reactants are: CO[C:3]([C:5]1[N:6]=[CH:7][N:8]([CH2:16][C:17]2[CH:22]=[C:21]([C:23]([F:26])([F:25])[F:24])[CH:20]=[C:19]([C:27]([F:30])([F:29])[F:28])[CH:18]=2)[C:9]=1[C:10]1[CH:11]=[N:12][CH:13]=[CH:14][CH:15]=1)=[O:4].Cl.[CH3:32][NH:33][O:34][CH3:35].C([Mg]Cl)(C)C.[NH4+].[Cl-]. (4) Given the product [Br:1][C:2]1[C:3]([N:21]=[CH:22][NH:23][OH:28])=[N:4][C:5]([N:8]2[CH2:13][CH2:12][N:11]([C:14]([O:16][C:17]([CH3:20])([CH3:19])[CH3:18])=[O:15])[CH2:10][CH2:9]2)=[N:6][CH:7]=1, predict the reactants needed to synthesize it. The reactants are: [Br:1][C:2]1[C:3]([N:21]=[CH:22][N:23](C)C)=[N:4][C:5]([N:8]2[CH2:13][CH2:12][N:11]([C:14]([O:16][C:17]([CH3:20])([CH3:19])[CH3:18])=[O:15])[CH2:10][CH2:9]2)=[N:6][CH:7]=1.Cl.N[OH:28].